The task is: Binary Classification. Given a T-cell receptor sequence (or CDR3 region) and an epitope sequence, predict whether binding occurs between them.. This data is from TCR-epitope binding with 47,182 pairs between 192 epitopes and 23,139 TCRs. (1) The epitope is SLYNTVATL. The TCR CDR3 sequence is CASSQEGELRGQPQHF. Result: 0 (the TCR does not bind to the epitope). (2) The TCR CDR3 sequence is CSARGGATGTNTGELFF. Result: 1 (the TCR binds to the epitope). The epitope is IVTDFSVIK.